This data is from Catalyst prediction with 721,799 reactions and 888 catalyst types from USPTO. The task is: Predict which catalyst facilitates the given reaction. (1) Reactant: [H-].[Na+].[C:3]([CH2:5]P(=O)(OCC)OCC)#[N:4].O=[C:15]1[C:23]2[C:18](=[CH:19][C:20]([C:24]([O:26]C)=[O:25])=[CH:21][CH:22]=2)[CH2:17][C:16]21[CH2:29][CH2:28]2.[OH-].[Na+].Cl. Product: [C:3]([CH:5]=[C:15]1[C:23]2[C:18](=[CH:19][C:20]([C:24]([OH:26])=[O:25])=[CH:21][CH:22]=2)[CH2:17][C:16]21[CH2:29][CH2:28]2)#[N:4]. The catalyst class is: 18. (2) Reactant: [Cl:1][C:2]1[CH:7]=[CH:6][C:5]([N:8]2[C:12]([C:13]3[CH:18]=[CH:17][CH:16]=[C:15]([C:19]([F:22])([F:21])[F:20])[CH:14]=3)=[CH:11][C:10]([C:23]([O:25]CC)=[O:24])=[N:9]2)=[CH:4][CH:3]=1.[OH-].[Li+]. Product: [Cl:1][C:2]1[CH:7]=[CH:6][C:5]([N:8]2[C:12]([C:13]3[CH:18]=[CH:17][CH:16]=[C:15]([C:19]([F:22])([F:20])[F:21])[CH:14]=3)=[CH:11][C:10]([C:23]([OH:25])=[O:24])=[N:9]2)=[CH:4][CH:3]=1. The catalyst class is: 38. (3) Reactant: [OH-].[K+].[CH:3]1[C:12]2[C:7](=[CH:8][CH:9]=[CH:10][CH:11]=2)[CH:6]=[CH:5][C:4]=1[OH:13].Br[CH2:15][CH2:16][O:17][C:18]1[CH:25]=[CH:24][C:21]([CH:22]=[O:23])=[CH:20][CH:19]=1. Product: [CH:3]1[C:12]2[C:7](=[CH:8][CH:9]=[CH:10][CH:11]=2)[CH:6]=[CH:5][C:4]=1[O:13][CH2:15][CH2:16][O:17][C:18]1[CH:25]=[CH:24][C:21]([CH:22]=[O:23])=[CH:20][CH:19]=1. The catalyst class is: 8. (4) Reactant: [F:1]C(F)(F)C(O)=O.[CH3:8][S:9]([N:12]1[CH2:17][CH2:16][CH:15]([NH2:18])[CH2:14][CH2:13]1)(=[O:11])=[O:10].[NH2:19][C:20]1[C:25]([C:26]([C:28]2[C:36]3[O:35]C=C[C:32]=3[CH:31]=[C:30]([F:37])[CH:29]=2)=[O:27])=[CH:24][N:23]=[C:22](Cl)[N:21]=1.C(N(C(C)C)CC)(C)C. Product: [NH2:19][C:20]1[C:25]([C:26]([C:28]2[C:36]([OH:35])=[CH:32][CH:31]=[C:30]([F:37])[C:29]=2[F:1])=[O:27])=[CH:24][N:23]=[C:22]([NH:18][CH:15]2[CH2:14][CH2:13][N:12]([S:9]([CH3:8])(=[O:11])=[O:10])[CH2:17][CH2:16]2)[N:21]=1. The catalyst class is: 8. (5) Reactant: [CH3:1][O:2][C:3]1[CH:4]=[C:5]([CH:8]=[C:9]([O:13][CH3:14])[C:10]=1[O:11][CH3:12])[CH:6]=O.C([CH2:18][S:19]([CH2:22][S:23]([CH2:26][C:27](O)=O)(=[O:25])=[O:24])(=[O:21])=[O:20])(O)=O. Product: [CH3:1][O:2][C:3]1[CH:4]=[C:5]([CH:8]=[C:9]([O:13][CH3:14])[C:10]=1[O:11][CH3:12])/[CH:6]=[CH:18]/[S:19]([CH2:22][S:23](/[CH:26]=[CH:27]/[C:5]1[CH:8]=[C:9]([O:13][CH3:14])[C:10]([O:11][CH3:12])=[C:3]([O:2][CH3:1])[CH:4]=1)(=[O:24])=[O:25])(=[O:20])=[O:21]. The catalyst class is: 15. (6) Reactant: [N:1]1[CH:6]=[CH:5][N:4]=[CH:3][C:2]=1[C:7]([OH:9])=O.[CH3:10][NH:11][CH2:12][CH2:13][CH3:14].CCN=C=NCCCN(C)C.Cl.C1C=CC2N(O)N=NC=2C=1.O.C(=O)([O-])O.[Na+]. Product: [CH3:10][N:11]([CH2:12][CH2:13][CH3:14])[C:7]([C:2]1[CH:3]=[N:4][CH:5]=[CH:6][N:1]=1)=[O:9]. The catalyst class is: 3.